The task is: Binary Classification. Given a drug SMILES string, predict its activity (active/inactive) in a high-throughput screening assay against a specified biological target.. This data is from Cav3 T-type calcium channel HTS with 100,875 compounds. (1) The molecule is O=C1N(c2c(C31C1CCCC=C1C(=C(N)C3(C#N)C#N)C#N)cccc2)C. The result is 0 (inactive). (2) The drug is O(c1c(N2CCN(\N=C\c3c(n(nc3C)c3ccccc3)C)CC2)cccc1)C. The result is 0 (inactive). (3) The compound is O=C(N1CCN(CC1)C(OCC)=O)CCc1c(c2c(n(nc2C)c2cc(c(cc2)C)C)nc1C)C. The result is 0 (inactive).